This data is from Reaction yield outcomes from USPTO patents with 853,638 reactions. The task is: Predict the reaction yield, written as a fraction of the theoretical maximum amount of product (1.0 means a 100% yield; for example, 0.34 means a 34% yield). (1) The reactants are [N:1]1[CH:6]=[CH:5][CH:4]=[C:3]([C:7]([NH:9][C:10](=[O:14])OCC)=S)[CH:2]=1.[CH3:15][NH:16][NH2:17]. The catalyst is C1COCC1. The product is [CH3:15][N:16]1[C:10]([OH:14])=[N:9][C:7]([C:3]2[CH:2]=[N:1][CH:6]=[CH:5][CH:4]=2)=[N:17]1. The yield is 0.690. (2) The reactants are Br[C:2]1[CH:3]=[N:4][C:5]2[C:10]([CH:11]=1)=[CH:9][CH:8]=[CH:7][CH:6]=2.C(=O)([O-])[O-].[Cs+].[Cs+].[N:18]1([CH2:24][CH2:25][O:26][CH2:27][B-](F)(F)F)[CH2:23][CH2:22][O:21][CH2:20][CH2:19]1.C1(P(C2C=CC=CC=2)C2C=CC3C(=CC=CC=3)C=2C2C3C(=CC=CC=3)C=CC=2P(C2C=CC=CC=2)C2C=CC=CC=2)C=CC=CC=1. The catalyst is C([O-])(=O)C.[Pd+2].C([O-])(=O)C.C(OCC)(=O)C.O.O1CCOCC1. The product is [N:18]1([CH2:24][CH2:25][O:26][CH2:27][C:2]2[CH:3]=[N:4][C:5]3[C:10]([CH:11]=2)=[CH:9][CH:8]=[CH:7][CH:6]=3)[CH2:23][CH2:22][O:21][CH2:20][CH2:19]1. The yield is 0.0310. (3) The reactants are [CH2:1]([O:3][C:4]1[CH:5]=[C:6]2[C:11](=[C:12]3[CH2:16][C:15]([CH3:18])([CH3:17])[O:14][C:13]=13)[C:10]([C:19]1[CH:24]=[CH:23][CH:22]=[CH:21][CH:20]=1)=[N:9][C:8]([CH3:26])([CH3:25])[CH2:7]2)[CH3:2].Cl.CO.[BH4-].[Na+].O. The catalyst is CO. The product is [CH2:1]([O:3][C:4]1[CH:5]=[C:6]2[C:11](=[C:12]3[CH2:16][C:15]([CH3:18])([CH3:17])[O:14][C:13]=13)[CH:10]([C:19]1[CH:24]=[CH:23][CH:22]=[CH:21][CH:20]=1)[NH:9][C:8]([CH3:25])([CH3:26])[CH2:7]2)[CH3:2]. The yield is 0.960.